This data is from Reaction yield outcomes from USPTO patents with 853,638 reactions. The task is: Predict the reaction yield, written as a fraction of the theoretical maximum amount of product (1.0 means a 100% yield; for example, 0.34 means a 34% yield). (1) The reactants are [NH2:1][C:2]1[C:11]2[C:6](=[CH:7][CH:8]=[CH:9][C:10]=2[O:12][CH2:13][C:14]([NH:17][C:18](=[O:38])[C:19]2[CH:24]=[C:23]([O:25][CH3:26])[CH:22]=[C:21]([O:27][CH2:28][CH2:29][O:30]CC3C=CC=CC=3)[CH:20]=2)([CH3:16])[CH3:15])[N:5]=[C:4]([CH3:39])[C:3]=1[C:40]([OH:42])=[O:41]. The catalyst is CCO.CCOC(C)=O.[Pd]. The product is [NH2:1][C:2]1[C:11]2[C:6](=[CH:7][CH:8]=[CH:9][C:10]=2[O:12][CH2:13][C:14]([NH:17][C:18](=[O:38])[C:19]2[CH:24]=[C:23]([O:25][CH3:26])[CH:22]=[C:21]([O:27][CH2:28][CH2:29][OH:30])[CH:20]=2)([CH3:15])[CH3:16])[N:5]=[C:4]([CH3:39])[C:3]=1[C:40]([OH:42])=[O:41]. The yield is 0.630. (2) The reactants are Cl[C:2]1[C:11]2[C:6](=[CH:7][CH:8]=[C:9]([C:12]#[N:13])[CH:10]=2)[N:5]=[CH:4][CH:3]=1.[N:14]1[CH:19]=[CH:18][C:17](B(O)O)=[CH:16][CH:15]=1.C(=O)([O-])[O-].[K+].[K+]. The catalyst is O1CCOCC1.C1C=CC([P]([Pd]([P](C2C=CC=CC=2)(C2C=CC=CC=2)C2C=CC=CC=2)([P](C2C=CC=CC=2)(C2C=CC=CC=2)C2C=CC=CC=2)[P](C2C=CC=CC=2)(C2C=CC=CC=2)C2C=CC=CC=2)(C2C=CC=CC=2)C2C=CC=CC=2)=CC=1. The product is [N:14]1[CH:19]=[CH:18][C:17]([C:2]2[C:11]3[C:6](=[CH:7][CH:8]=[C:9]([C:12]#[N:13])[CH:10]=3)[N:5]=[CH:4][CH:3]=2)=[CH:16][CH:15]=1. The yield is 0.950. (3) The reactants are [O:1]([C:8]1[CH:16]=[CH:15][C:11]([C:12](Cl)=[O:13])=[CH:10][CH:9]=1)[C:2]1[CH:7]=[CH:6][CH:5]=[CH:4][CH:3]=1.[C:17](Cl)(=[O:24])[C:18]1[CH:23]=[CH:22][CH:21]=[CH:20][CH:19]=1.[NH2:26][OH:27].Cl. The catalyst is C(N(CC)CC)C. The product is [OH:27][NH:26][C:17](=[O:24])[CH2:18][CH2:19][CH2:20][CH2:21][CH2:22][CH2:23][C:12](=[O:13])[C:11]1[CH:15]=[CH:16][C:8]([O:1][C:2]2[CH:7]=[CH:6][CH:5]=[CH:4][CH:3]=2)=[CH:9][CH:10]=1. The yield is 0.440. (4) The reactants are [CH3:1][C:2]([C:4]1[CH:9]=[C:8]([OH:10])[CH:7]=[CH:6][C:5]=1[OH:11])=[O:3].[C:12]([O:16][C:17]([N:19]1[CH2:24][CH2:23][C:22](=O)[CH2:21][CH2:20]1)=[O:18])([CH3:15])([CH3:14])[CH3:13].N1CCCC1. The catalyst is CO. The product is [C:12]([O:16][C:17]([N:19]1[CH2:24][CH2:23][C:22]2([CH2:1][C:2](=[O:3])[C:4]3[CH:9]=[C:8]([OH:10])[CH:7]=[CH:6][C:5]=3[O:11]2)[CH2:21][CH2:20]1)=[O:18])([CH3:15])([CH3:13])[CH3:14]. The yield is 0.820.